This data is from Catalyst prediction with 721,799 reactions and 888 catalyst types from USPTO. The task is: Predict which catalyst facilitates the given reaction. Reactant: [F:1][C:2]1[CH:23]=[CH:22][CH:21]=[C:20]([F:24])[C:3]=1[CH2:4][O:5][C:6]1[C:7]2[N:8]([C:13]([C:17](O)=[O:18])=[C:14]([CH3:16])[N:15]=2)[CH:9]=[C:10]([CH3:12])[CH:11]=1.CN(C(ON1N=NC2C=CC=NC1=2)=[N+](C)C)C.F[P-](F)(F)(F)(F)F.C(N(CC)C(C)C)(C)C.[NH2:58][CH:59]1[CH:63]([C:64]([F:67])([F:66])[F:65])[CH2:62][N:61]([C:68]([O:70][C:71]([CH3:74])([CH3:73])[CH3:72])=[O:69])[CH2:60]1.O.[C:76]([OH:82])([C:78]([F:81])([F:80])[F:79])=[O:77]. Product: [F:79][C:78]([F:81])([F:80])[C:76]([OH:82])=[O:77].[F:1][C:2]1[CH:23]=[CH:22][CH:21]=[C:20]([F:24])[C:3]=1[CH2:4][O:5][C:6]1[C:7]2[N:8]([C:13]([C:17]([NH:58][CH:59]3[CH:63]([C:64]([F:65])([F:67])[F:66])[CH2:62][N:61]([C:68]([O:70][C:71]([CH3:74])([CH3:73])[CH3:72])=[O:69])[CH2:60]3)=[O:18])=[C:14]([CH3:16])[N:15]=2)[CH:9]=[C:10]([CH3:12])[CH:11]=1. The catalyst class is: 3.